This data is from Full USPTO retrosynthesis dataset with 1.9M reactions from patents (1976-2016). The task is: Predict the reactants needed to synthesize the given product. (1) Given the product [CH2:21]([Sn:12]([CH2:13][CH2:14][CH2:15][CH3:16])([CH2:17][CH2:18][CH2:19][CH3:20])[C:10]1[CH:3]=[C:4]2[CH2:8][CH2:7][CH2:6][N:5]2[N:1]=1)[CH2:22][CH2:23][CH3:24], predict the reactants needed to synthesize it. The reactants are: [NH:1]1[N:5]2[CH2:6][CH2:7][CH2:8][CH:4]2[C:3](=O)O1.[C:10]([Sn:12]([CH2:21][CH2:22][CH2:23][CH3:24])([CH2:17][CH2:18][CH2:19][CH3:20])[CH2:13][CH2:14][CH2:15][CH3:16])#C. (2) Given the product [CH3:30][O:29][C:25]1[CH:26]=[CH:27][C:28]2[CH2:20][C@@H:21]3[O:19][C@@H:22]3[C:23]=2[CH:24]=1, predict the reactants needed to synthesize it. The reactants are: [O-]Cl.[Na+].C1(CCCC2C=C[N+]([O-:19])=CC=2)C=CC=CC=1.[CH2:20]1[C:28]2[C:23](=[CH:24][C:25]([O:29][CH3:30])=[CH:26][CH:27]=2)[CH:22]=[CH:21]1. (3) Given the product [F:1][C:2]1[C:3]2[CH2:16][CH2:17][C:18](=[O:20])[C:4]=2[C:5]2[C:9]([CH:10]=1)=[N:8][N:7]([CH3:11])[CH:6]=2, predict the reactants needed to synthesize it. The reactants are: [F:1][C:2]1[C:3]([CH2:16][CH2:17][C:18]([O:20]C)=O)=[C:4](C(OC)=O)[C:5]2[C:9]([CH:10]=1)=[N:8][N:7]([CH3:11])[CH:6]=2.C[O-].[Na+]. (4) Given the product [Cl:45][C:44]1[CH:43]=[C:42]2[C:38]([C:39]([S:46]([OH:49])(=[O:48])=[O:47])=[CH:40][NH:41]2)=[CH:37][C:36]=1[C:2]1[CH:7]=[CH:6][C:5]([CH:8]2[CH2:13][CH2:12][O:11][CH2:10][CH2:9]2)=[CH:4][CH:3]=1, predict the reactants needed to synthesize it. The reactants are: Br[C:2]1[CH:7]=[CH:6][C:5]([CH:8]2[CH2:13][CH2:12][O:11][CH2:10][CH2:9]2)=[CH:4][CH:3]=1.CC1(C)COB(B2OCC(C)(C)CO2)OC1.C([O-])(=O)C.[K+].Br[C:36]1[CH:37]=[C:38]2[C:42](=[CH:43][C:44]=1[Cl:45])[NH:41][CH:40]=[C:39]2[S:46]([OH:49])(=[O:48])=[O:47].C(=O)([O-])[O-].[K+].[K+]. (5) Given the product [Cl:1][C:2]1[N:3]=[C:4]([C:18]2[CH:23]=[N:22][CH:21]=[CH:20][N:19]=2)[N:5]=[C:6]([NH:29][C@@H:27]([CH3:28])[C:26]([F:31])([F:30])[F:25])[C:7]=1[C:8]1[C:9]([F:16])=[CH:10][C:11]([F:15])=[CH:12][C:13]=1[F:14], predict the reactants needed to synthesize it. The reactants are: [Cl:1][C:2]1[C:7]([C:8]2[C:13]([F:14])=[CH:12][C:11]([F:15])=[CH:10][C:9]=2[F:16])=[C:6](Cl)[N:5]=[C:4]([C:18]2[CH:23]=[N:22][CH:21]=[CH:20][N:19]=2)[N:3]=1.Cl.[F:25][C:26]([F:31])([F:30])[C@@H:27]([NH2:29])[CH3:28].C(N(CC)C(C)C)(C)C.